Dataset: Full USPTO retrosynthesis dataset with 1.9M reactions from patents (1976-2016). Task: Predict the reactants needed to synthesize the given product. (1) Given the product [ClH:73].[OH:1][C:2]1[C:7]2[C@@:8]3([OH:45])[C@@:21]([O:25][CH3:26])([C@H:22]([OH:24])[CH2:23][C:6]=2[CH:5]=[C:4]([CH3:46])[C:3]=1[C:47]([N:70]1[CH2:71][CH2:72][N:67]([C:61]2[CH:66]=[CH:65][CH:64]=[CH:63][CH:62]=2)[CH2:68][CH2:69]1)=[O:48])[C:20](=[O:27])[C:19]1[C:10](=[CH:11][C:12]2[C:13](=[O:43])[C:14]([NH:30][CH:31]4[C@H:36]([O:37][CH3:38])[C@H:35]([OH:39])[C@@H:34]([O:40][CH3:41])[C@H:33]([CH3:42])[O:32]4)=[CH:15][C:16](=[O:29])[C:17]=2[C:18]=1[OH:28])[C:9]3=[O:44], predict the reactants needed to synthesize it. The reactants are: [OH:1][C:2]1[C:7]2[C@@:8]3([OH:45])[C@@:21]([O:25][CH3:26])([C@H:22]([OH:24])[CH2:23][C:6]=2[CH:5]=[C:4]([CH3:46])[C:3]=1[C:47](O)=[O:48])[C:20](=[O:27])[C:19]1[C:10](=[CH:11][C:12]2[C:13](=[O:43])[C:14]([NH:30][CH:31]4[C@H:36]([O:37][CH3:38])[C@H:35]([OH:39])[C@@H:34]([O:40][CH3:41])[C@H:33]([CH3:42])[O:32]4)=[CH:15][C:16](=[O:29])[C:17]=2[C:18]=1[OH:28])[C:9]3=[O:44].O.ON1C2C=CC=CC=2N=N1.[C:61]1([N:67]2[CH2:72][CH2:71][NH:70][CH2:69][CH2:68]2)[CH:66]=[CH:65][CH:64]=[CH:63][CH:62]=1.[ClH:73]. (2) Given the product [F:25][C:26]1[CH:31]=[CH:30][C:29]([N:32]2[C:40]3[C:35](=[CH:36][C:37]([C:6]([N:8]4[CH2:11][CH:10]([N:12]5[CH2:17][CH2:16][N:15]([C:18]6[N:19]=[CH:20][CH:21]=[CH:22][N:23]=6)[C:14](=[O:24])[CH2:13]5)[CH2:9]4)=[O:5])=[CH:38][CH:39]=3)[CH:34]=[CH:33]2)=[CH:28][CH:27]=1, predict the reactants needed to synthesize it. The reactants are: C([O:5][C:6]([N:8]1[CH2:11][CH:10]([N:12]2[CH2:17][CH2:16][N:15]([C:18]3[N:23]=[CH:22][CH:21]=[CH:20][N:19]=3)[C:14](=[O:24])[CH2:13]2)[CH2:9]1)=O)(C)(C)C.[F:25][C:26]1[CH:31]=[CH:30][C:29]([N:32]2[C:40]3[C:35](=[CH:36][C:37](C(O)=O)=[CH:38][CH:39]=3)[CH:34]=[CH:33]2)=[CH:28][CH:27]=1.